This data is from Experimentally validated miRNA-target interactions with 360,000+ pairs, plus equal number of negative samples. The task is: Binary Classification. Given a miRNA mature sequence and a target amino acid sequence, predict their likelihood of interaction. (1) The miRNA is hsa-miR-7160-5p with sequence UGCUGAGGUCCGGGCUGUGCC. The protein sequence of the target gene is MSERVERNWSTGGWLLALCLAWLWTHLTLAALQPPTATVLVQQGTCEVIAAHRCCNRNRIEERSQTVKCSCFSGQVAGTTRAKPSCVDASIVLQRWWCQMEPCLPGEECKVLPDLSGWSCSSGHKVKTTKVTR. Result: 0 (no interaction). (2) The miRNA is hsa-miR-93-5p with sequence CAAAGUGCUGUUCGUGCAGGUAG. The protein sequence of the target gene is MNENLFASFIAPTILGLPAAVLIILFPPLLIPTSKYLINNRLITTQQWLIKLTSKQMMTMHNTKGRTWSLMLVSLIIFIATTNLLGLLPHSFTPTTQLSMNLAMAIPLWAGTVIMGFRSKIKNALAHFLPQGTPTPLIPMLVIIETISLLIQPMALAVRLTANITAGHLLMHLIGSATLAMSTINLPSTLIIFTILILLTILEIAVALIQAYVFTLLVSLYLHDNT. Result: 1 (interaction).